From a dataset of Peptide-MHC class II binding affinity with 134,281 pairs from IEDB. Regression. Given a peptide amino acid sequence and an MHC pseudo amino acid sequence, predict their binding affinity value. This is MHC class II binding data. (1) The MHC is DRB3_0202 with pseudo-sequence DRB3_0202. The binding affinity (normalized) is 0.213. The peptide sequence is GELQIVDKIDAAFKV. (2) The peptide sequence is KKCDESVLTRLEAWLTE. The MHC is DRB3_0202 with pseudo-sequence DRB3_0202. The binding affinity (normalized) is 0.227. (3) The peptide sequence is HVEKGSNPNYLALLV. The MHC is HLA-DQA10501-DQB10301 with pseudo-sequence HLA-DQA10501-DQB10301. The binding affinity (normalized) is 0.285. (4) The peptide sequence is TILIKKYNLNRAMML. The MHC is DRB1_0301 with pseudo-sequence DRB1_0301. The binding affinity (normalized) is 0.450. (5) The peptide sequence is ELVPEDPEDSAL. The MHC is DRB1_0301 with pseudo-sequence DRB1_0301. The binding affinity (normalized) is 0. (6) The peptide sequence is AIFLTTLSRTSKKRS. The MHC is DRB1_1101 with pseudo-sequence DRB1_1101. The binding affinity (normalized) is 0.927. (7) The peptide sequence is NSLLFIPDIKLAIDN. The MHC is DRB1_0404 with pseudo-sequence DRB1_0404. The binding affinity (normalized) is 0.619.